Predict the product of the given reaction. From a dataset of Forward reaction prediction with 1.9M reactions from USPTO patents (1976-2016). (1) Given the reactants [F:1][C:2]([F:10])([F:9])[C:3]1[NH:7][N:6]=[C:5]([SH:8])[N:4]=1.[F:11][C:12]([F:21])([F:20])[C:13]([F:19])([F:18])[C:14]([F:17])([F:16])I.C(N(CC)CC)C, predict the reaction product. The product is: [F:18][C:13]([F:19])([C:12]([F:21])([F:20])[F:11])[C:14]([S:8][C:5]1[N:4]=[C:3]([C:2]([F:10])([F:9])[F:1])[NH:7][N:6]=1)([F:17])[F:16]. (2) Given the reactants ClC1C=C(CCC[N:11]([C@H:25]2[CH2:30][CH2:29][C@H:28]([CH3:31])[CH2:27][CH2:26]2)[C:12](=[O:24])NC2SC(SCC(O)=O)=CN=2)C=CC=1.[CH3:32][C:33]1[CH:38]=[CH:37][C:36]([CH2:39][CH2:40][CH2:41][C:42](O)=O)=[CH:35][CH:34]=1.C([O:47][C:48](=[O:59])[C:49]([S:52][C:53]1[S:57][C:56]([NH2:58])=[N:55][CH:54]=1)([CH3:51])[CH3:50])C, predict the reaction product. The product is: [CH3:51][C:49]([S:52][C:53]1[S:57][C:56]([NH:58][C:12]([N:11]([C@H:25]2[CH2:30][CH2:29][C@H:28]([CH3:31])[CH2:27][CH2:26]2)[CH2:42][CH2:41][CH2:40][CH2:39][C:36]2[CH:35]=[CH:34][C:33]([CH3:32])=[CH:38][CH:37]=2)=[O:24])=[N:55][CH:54]=1)([CH3:50])[C:48]([OH:47])=[O:59]. (3) Given the reactants [C:1]1([C:7]2[N:8]=[C:9]([C@H:12]3[CH2:17][CH2:16][C@H:15]([C:18]([O:20][CH3:21])=[O:19])[CH2:14][CH2:13]3)[NH:10][CH:11]=2)[CH:6]=[CH:5][CH:4]=[CH:3][CH:2]=1.[C:22](=O)([O-])[O-].[K+].[K+].S(OC)(OC)(=O)=O, predict the reaction product. The product is: [CH3:22][N:10]1[CH:11]=[C:7]([C:1]2[CH:2]=[CH:3][CH:4]=[CH:5][CH:6]=2)[N:8]=[C:9]1[C@H:12]1[CH2:13][CH2:14][C@H:15]([C:18]([O:20][CH3:21])=[O:19])[CH2:16][CH2:17]1. (4) Given the reactants [C:1]([C:3]1[CH:8]=[CH:7][N:6]=[C:5]2[NH:9][CH:10]=[C:11]([CH:12]([OH:35])[C:13]3[C:14]([F:34])=[C:15]([NH:20][S:21]([C:24]4[CH:29]=[CH:28][C:27]([C:30]([F:33])([F:32])[F:31])=[CH:26][CH:25]=4)(=[O:23])=[O:22])[CH:16]=[CH:17][C:18]=3[F:19])[C:4]=12)#[CH:2].CC(OI1(OC(C)=O)(OC(C)=O)OC(=O)C2C=CC=CC1=2)=O.O, predict the reaction product. The product is: [C:1]([C:3]1[CH:8]=[CH:7][N:6]=[C:5]2[NH:9][CH:10]=[C:11]([C:12]([C:13]3[C:14]([F:34])=[C:15]([NH:20][S:21]([C:24]4[CH:29]=[CH:28][C:27]([C:30]([F:33])([F:32])[F:31])=[CH:26][CH:25]=4)(=[O:22])=[O:23])[CH:16]=[CH:17][C:18]=3[F:19])=[O:35])[C:4]=12)#[CH:2]. (5) Given the reactants [CH3:1][C:2]1[C:6]2[CH:7]=[CH:8][C:9]([C:11]([F:14])([F:13])[F:12])=[CH:10][C:5]=2[S:4][C:3]=1[C:15]([CH2:22][CH2:23][CH3:24])=[CH:16][C:17]([O:19][CH2:20][CH3:21])=[O:18], predict the reaction product. The product is: [CH3:1][C:2]1[C:6]2[CH:7]=[CH:8][C:9]([C:11]([F:14])([F:12])[F:13])=[CH:10][C:5]=2[S:4][C:3]=1[CH:15]([CH2:22][CH2:23][CH3:24])[CH2:16][C:17]([O:19][CH2:20][CH3:21])=[O:18].